Dataset: Forward reaction prediction with 1.9M reactions from USPTO patents (1976-2016). Task: Predict the product of the given reaction. Given the reactants [C:1]([O:5][C:6](=[O:25])[NH:7][C:8]1[CH:13]=[C:12]([N:14]([CH2:16][CH:17]([CH3:19])[CH3:18])[CH3:15])[C:11]([C:20]#[N:21])=[CH:10][C:9]=1[N+:22]([O-])=O)([CH3:4])([CH3:3])[CH3:2].O.O.Cl[Sn]Cl, predict the reaction product. The product is: [C:1]([O:5][C:6](=[O:25])[NH:7][C:8]1[CH:13]=[C:12]([N:14]([CH2:16][CH:17]([CH3:18])[CH3:19])[CH3:15])[C:11]([C:20]#[N:21])=[CH:10][C:9]=1[NH2:22])([CH3:3])([CH3:4])[CH3:2].